Dataset: Catalyst prediction with 721,799 reactions and 888 catalyst types from USPTO. Task: Predict which catalyst facilitates the given reaction. Reactant: [N:1]([C:4]1[CH:9]=[CH:8][CH:7]=[CH:6][CH:5]=1)=[C:2]=[S:3].[Cl:10][C:11]1[S:15][C:14]([C:16]([NH:18][NH2:19])=[O:17])=[CH:13][CH:12]=1. Product: [Cl:10][C:11]1[S:15][C:14]([C:16]([NH:18][NH:19][C:2](=[S:3])[NH:1][C:4]2[CH:9]=[CH:8][CH:7]=[CH:6][CH:5]=2)=[O:17])=[CH:13][CH:12]=1. The catalyst class is: 8.